This data is from Serine/threonine kinase 33 screen with 319,792 compounds. The task is: Binary Classification. Given a drug SMILES string, predict its activity (active/inactive) in a high-throughput screening assay against a specified biological target. (1) The drug is s1c2c(nc1NC(=O)c1cc(N3C(=O)CCC3=O)ccc1)ccc(OC)c2. The result is 0 (inactive). (2) The result is 0 (inactive). The molecule is O(c1c(NC(=O)CCC(=O)NCc2cccnc2)cc(OCC)c(NC(=O)c2occc2)c1)CC. (3) The compound is o1nc(nc1c1cccnc1)c1cc(OC)c(OC)cc1. The result is 0 (inactive). (4) The drug is s1c(c2nc(on2)C(=O)NCc2cccnc2)ccc1. The result is 0 (inactive). (5) The molecule is o1c(/C=C2\c3c(NC2=O)ccc(c3)C)ccc1. The result is 1 (active). (6) The drug is O1c2c(OC1)ccc(c2)/C=N\OC(=O)c1ccc([N+]([O-])=O)cc1. The result is 0 (inactive). (7) The compound is o1c(N2CC(CC(C2)C)C)c(nc1c1c(OC)cccc1)C#N. The result is 0 (inactive).